Regression. Given two drug SMILES strings and cell line genomic features, predict the synergy score measuring deviation from expected non-interaction effect. From a dataset of NCI-60 drug combinations with 297,098 pairs across 59 cell lines. (1) Drug 1: CC1=C2C(C(=O)C3(C(CC4C(C3C(C(C2(C)C)(CC1OC(=O)C(C(C5=CC=CC=C5)NC(=O)OC(C)(C)C)O)O)OC(=O)C6=CC=CC=C6)(CO4)OC(=O)C)OC)C)OC. Drug 2: CNC(=O)C1=NC=CC(=C1)OC2=CC=C(C=C2)NC(=O)NC3=CC(=C(C=C3)Cl)C(F)(F)F. Cell line: SNB-75. Synergy scores: CSS=36.2, Synergy_ZIP=-0.165, Synergy_Bliss=0.445, Synergy_Loewe=-21.0, Synergy_HSA=1.17. (2) Synergy scores: CSS=45.5, Synergy_ZIP=-0.385, Synergy_Bliss=1.13, Synergy_Loewe=-30.6, Synergy_HSA=0.608. Drug 1: CCC1=CC2CC(C3=C(CN(C2)C1)C4=CC=CC=C4N3)(C5=C(C=C6C(=C5)C78CCN9C7C(C=CC9)(C(C(C8N6C)(C(=O)OC)O)OC(=O)C)CC)OC)C(=O)OC.C(C(C(=O)O)O)(C(=O)O)O. Drug 2: CC(C)NC(=O)C1=CC=C(C=C1)CNNC.Cl. Cell line: OVCAR-5. (3) Drug 1: CC(CN1CC(=O)NC(=O)C1)N2CC(=O)NC(=O)C2. Drug 2: COCCOC1=C(C=C2C(=C1)C(=NC=N2)NC3=CC=CC(=C3)C#C)OCCOC.Cl. Cell line: MOLT-4. Synergy scores: CSS=55.2, Synergy_ZIP=1.42, Synergy_Bliss=2.38, Synergy_Loewe=-0.605, Synergy_HSA=1.62. (4) Drug 1: C1CCC(CC1)NC(=O)N(CCCl)N=O. Drug 2: CC1=C(C=C(C=C1)C(=O)NC2=CC(=CC(=C2)C(F)(F)F)N3C=C(N=C3)C)NC4=NC=CC(=N4)C5=CN=CC=C5. Cell line: TK-10. Synergy scores: CSS=6.60, Synergy_ZIP=-4.00, Synergy_Bliss=-0.112, Synergy_Loewe=-2.96, Synergy_HSA=-0.798. (5) Drug 1: C1=CC(=CC=C1CC(C(=O)O)N)N(CCCl)CCCl.Cl. Drug 2: CC1=C(C(=CC=C1)Cl)NC(=O)C2=CN=C(S2)NC3=CC(=NC(=N3)C)N4CCN(CC4)CCO. Cell line: UACC62. Synergy scores: CSS=15.5, Synergy_ZIP=-4.78, Synergy_Bliss=-2.06, Synergy_Loewe=-2.32, Synergy_HSA=-1.75.